The task is: Regression/Classification. Given a drug SMILES string, predict its absorption, distribution, metabolism, or excretion properties. Task type varies by dataset: regression for continuous measurements (e.g., permeability, clearance, half-life) or binary classification for categorical outcomes (e.g., BBB penetration, CYP inhibition). Dataset: cyp2d6_veith.. This data is from CYP2D6 inhibition data for predicting drug metabolism from PubChem BioAssay. (1) The molecule is CC1(C)OCC([C@H](O)C2=CCCCC2=O)CO1. The result is 0 (non-inhibitor). (2) The compound is C=CC[C@@H](C(=O)O)c1ccccc1. The result is 0 (non-inhibitor). (3) The drug is CCCCCCC[n+]1ccc(-c2cc[n+](CCCCCCC)cc2)cc1. The result is 1 (inhibitor). (4) The compound is Cc1nnc(N(C)C(=O)c2ccccn2)s1. The result is 0 (non-inhibitor).